The task is: Regression. Given a peptide amino acid sequence and an MHC pseudo amino acid sequence, predict their binding affinity value. This is MHC class I binding data.. This data is from Peptide-MHC class I binding affinity with 185,985 pairs from IEDB/IMGT. (1) The peptide sequence is ITNILGGVL. The MHC is HLA-A02:06 with pseudo-sequence HLA-A02:06. The binding affinity (normalized) is 0.0399. (2) The peptide sequence is MQLQLNCAY. The MHC is HLA-B46:01 with pseudo-sequence HLA-B46:01. The binding affinity (normalized) is 0.0847. (3) The peptide sequence is GMLFGAAGV. The MHC is HLA-A02:01 with pseudo-sequence HLA-A02:01. The binding affinity (normalized) is 0.820. (4) The peptide sequence is LFFPFGLFK. The MHC is HLA-A02:06 with pseudo-sequence HLA-A02:06. The binding affinity (normalized) is 0.0847.